This data is from hERG potassium channel inhibition data for cardiac toxicity prediction from Karim et al.. The task is: Regression/Classification. Given a drug SMILES string, predict its toxicity properties. Task type varies by dataset: regression for continuous values (e.g., LD50, hERG inhibition percentage) or binary classification for toxic/non-toxic outcomes (e.g., AMES mutagenicity, cardiotoxicity, hepatotoxicity). Dataset: herg_karim. (1) The compound is CC(CN(C)C)C(C)(O)Cc1ccc(Cl)cc1. The result is 1 (blocker). (2) The compound is COc1cccc(/C=C/C(=O)c2cc(OC)c(OC)cc2O)c1. The result is 0 (non-blocker). (3) The molecule is CC(C)OC[C@H](Oc1ncnc2c1cnn2-c1ncccc1Cl)C(=O)Nc1ccccn1. The result is 0 (non-blocker). (4) The molecule is COC[C@H](C)Oc1cc(Oc2ncc(C(=O)N3CCC3)cc2Cl)cc(C(=O)Nc2cnc(C)cn2)c1. The result is 0 (non-blocker). (5) The drug is Cc1ccc2c(-c3nnc(SCCCN4CCc5cc6ncoc6cc5CC4)n3C)cccc2n1. The result is 1 (blocker).